Predict the reaction yield, written as a fraction of the theoretical maximum amount of product (1.0 means a 100% yield; for example, 0.34 means a 34% yield). From a dataset of Reaction yield outcomes from USPTO patents with 853,638 reactions. (1) The reactants are Cl[C:2]1C=CC=C(C(OO)=O)C=1.[C:12]([O:15][C:16]1[CH:21]=[CH:20][C:19]([C:22](=[O:31])[NH:23][C:24]2[S:25][CH:26]=[C:27](SC)[N:28]=2)=[CH:18][CH:17]=1)(=[O:14])[CH3:13].[S:32]([O-:36])([O-])(=[O:34])=S.[Na+].[Na+]. The catalyst is ClCCl.O. The product is [C:12]([O:15][C:16]1[CH:21]=[CH:20][C:19]([C:22](=[O:31])[NH:23][C:24]2[S:25][CH:26]=[C:27]([S:32]([CH3:2])(=[O:36])=[O:34])[N:28]=2)=[CH:18][CH:17]=1)(=[O:14])[CH3:13]. The yield is 0.300. (2) The reactants are [Mg].II.Cl[CH2:5][CH2:6][CH2:7][CH2:8][O:9][CH3:10].[C:11]([O:15][C:16]([N:18]1[CH2:23][CH2:22][CH2:21][C@@H:20]([C:24](=[O:38])[C:25]2[CH:30]=[CH:29][CH:28]=[CH:27][C:26]=2[C:31]2[CH:36]=[CH:35][CH:34]=[CH:33][C:32]=2[Cl:37])[CH2:19]1)=[O:17])([CH3:14])([CH3:13])[CH3:12]. The catalyst is C1COCC1. The product is [Cl:37][C:32]1[CH:33]=[CH:34][CH:35]=[CH:36][C:31]=1[C:26]1[CH:27]=[CH:28][CH:29]=[CH:30][C:25]=1[C@:24]([C@@H:20]1[CH2:21][CH2:22][CH2:23][N:18]([C:16]([O:15][C:11]([CH3:14])([CH3:13])[CH3:12])=[O:17])[CH2:19]1)([OH:38])[CH2:5][CH2:6][CH2:7][CH2:8][O:9][CH3:10]. The yield is 0.470.